From a dataset of Reaction yield outcomes from USPTO patents with 853,638 reactions. Predict the reaction yield, written as a fraction of the theoretical maximum amount of product (1.0 means a 100% yield; for example, 0.34 means a 34% yield). (1) The reactants are [Cl:1][C:2]1[CH:13]=[CH:12][C:5]([O:6][CH:7]([CH3:11])[C:8]([OH:10])=O)=[C:4]([CH3:14])[CH:3]=1.[NH:15]1[C:24]2[C:19](=[CH:20][CH:21]=[CH:22][CH:23]=2)[CH2:18][CH2:17][CH2:16]1. No catalyst specified. The product is [Cl:1][C:2]1[CH:13]=[CH:12][C:5]([O:6][CH:7]([CH3:11])[C:8]([N:15]2[C:24]3[C:19](=[CH:20][CH:21]=[CH:22][CH:23]=3)[CH2:18][CH2:17][CH2:16]2)=[O:10])=[C:4]([CH3:14])[CH:3]=1. The yield is 0.460. (2) The reactants are [CH3:1][O:2][C:3](=[O:20])[CH2:4][N:5]([C:13]1[CH:18]=[CH:17][C:16]([OH:19])=[CH:15][CH:14]=1)[C:6]([O:8][C:9]([CH3:12])([CH3:11])[CH3:10])=[O:7].[CH2:21](Br)[C:22]1[CH:27]=[CH:26][CH:25]=[CH:24][CH:23]=1.C(=O)([O-])[O-].[K+].[K+].CC(C)=O. The catalyst is C(OCC)(=O)C. The product is [CH3:1][O:2][C:3](=[O:20])[CH2:4][N:5]([C:13]1[CH:18]=[CH:17][C:16]([O:19][CH2:21][C:22]2[CH:27]=[CH:26][CH:25]=[CH:24][CH:23]=2)=[CH:15][CH:14]=1)[C:6]([O:8][C:9]([CH3:12])([CH3:10])[CH3:11])=[O:7]. The yield is 0.650. (3) The reactants are Cl[C:2]1[CH:7]=[C:6]([Cl:8])[N:5]=[CH:4][N:3]=1.[NH:9]1[CH:13]=[CH:12][CH:11]=[N:10]1.C(=O)([O-])[O-].[Cs+].[Cs+].O. The catalyst is CN(C=O)C. The product is [Cl:8][C:6]1[CH:7]=[C:2]([N:9]2[CH:13]=[CH:12][CH:11]=[N:10]2)[N:3]=[CH:4][N:5]=1. The yield is 0.660. (4) The reactants are [Cl:1][C:2]1[CH:7]=[N:6][CH:5]=[C:4]([Cl:8])[N:3]=1.[Li+].[Cl-].[I:11]I. The catalyst is C1COCC1. The product is [Cl:1][C:2]1[C:7]([I:11])=[N:6][CH:5]=[C:4]([Cl:8])[N:3]=1. The yield is 0.900. (5) The reactants are [F:1][C:2]1[CH:3]=[CH:4][CH:5]=[C:6]2[C:11]=1[O:10][CH2:9][CH2:8][C@H:7]2[NH:12]C(=O)COC. The catalyst is Cl.CCO. The product is [F:1][C:2]1[CH:3]=[CH:4][CH:5]=[C:6]2[C:11]=1[O:10][CH2:9][CH2:8][C@H:7]2[NH2:12]. The yield is 0.870. (6) The reactants are [CH3:1][C:2]1[NH:3][C:4]2[CH2:5][C:6]([CH3:13])([CH3:12])[CH2:7][C:8](=[O:11])[C:9]=2[CH:10]=1.[N:14]1([S:19]([C:22]2[CH:29]=[CH:28][CH:27]=[CH:26][C:23]=2[CH:24]=[O:25])(=[O:21])=[O:20])[CH2:18][CH2:17][CH2:16][CH2:15]1.[OH-].[Na+]. The catalyst is CO.O. The product is [OH:25][CH:24]([C:23]1[CH:26]=[CH:27][CH:28]=[CH:29][C:22]=1[S:19]([N:14]1[CH2:18][CH2:17][CH2:16][CH2:15]1)(=[O:21])=[O:20])[C:10]1[C:9]2[C:8](=[O:11])[CH2:7][C:6]([CH3:13])([CH3:12])[CH2:5][C:4]=2[NH:3][C:2]=1[CH3:1]. The yield is 0.580.